Task: Regression. Given two drug SMILES strings and cell line genomic features, predict the synergy score measuring deviation from expected non-interaction effect.. Dataset: NCI-60 drug combinations with 297,098 pairs across 59 cell lines Drug 1: CC12CCC(CC1=CCC3C2CCC4(C3CC=C4C5=CN=CC=C5)C)O. Drug 2: C(CC(=O)O)C(=O)CN.Cl. Cell line: NCI-H522. Synergy scores: CSS=4.00, Synergy_ZIP=-2.79, Synergy_Bliss=-0.809, Synergy_Loewe=-2.08, Synergy_HSA=-1.39.